From a dataset of Full USPTO retrosynthesis dataset with 1.9M reactions from patents (1976-2016). Predict the reactants needed to synthesize the given product. (1) Given the product [CH3:1][O:2][C:3]1[CH:4]=[CH:5][C:6]([C:9]2[CH:14]=[CH:13][N:12]=[C:11]3[NH:15][C:16]([C:18]4[CH:19]=[C:20]([CH:25]=[CH:26][CH:27]=4)[C:21]([OH:23])=[O:22])=[N:17][C:10]=23)=[CH:7][CH:8]=1, predict the reactants needed to synthesize it. The reactants are: [CH3:1][O:2][C:3]1[CH:8]=[CH:7][C:6]([C:9]2[CH:14]=[CH:13][N:12]=[C:11]3[NH:15][C:16]([C:18]4[CH:19]=[C:20]([CH:25]=[CH:26][CH:27]=4)[C:21]([O:23]C)=[O:22])=[N:17][C:10]=23)=[CH:5][CH:4]=1.[OH-].[Li+].Cl. (2) Given the product [Cl:26][C:27]1[CH:28]=[CH:29][C:30]([O:31][CH2:32][CH:33]([OH:37])[C:34]([NH:16][CH2:15][CH2:14][C:6]2[CH:7]=[CH:8][C:9]([O:10][CH2:11][C:12]#[CH:13])=[C:4]([O:3][CH3:2])[CH:5]=2)=[O:35])=[CH:38][CH:39]=1, predict the reactants needed to synthesize it. The reactants are: Cl.[CH3:2][O:3][C:4]1[CH:5]=[C:6]([CH2:14][CH2:15][NH2:16])[CH:7]=[CH:8][C:9]=1[O:10][CH2:11][C:12]#[CH:13].C(N(CC)C(C)C)(C)C.[Cl:26][C:27]1[CH:39]=[CH:38][C:30]([O:31][CH2:32][CH:33]([OH:37])[C:34](O)=[O:35])=[CH:29][CH:28]=1.F[P-](F)(F)(F)(F)F.N1(O[P+](N(C)C)(N(C)C)N(C)C)C2C=CC=CC=2N=N1. (3) Given the product [S:1]1[C:5](/[CH:6]=[CH:21]/[CH:22]=[O:23])=[CH:4][CH:3]=[C:2]1[C:8]1[S:9][CH:10]=[CH:11][CH:12]=1, predict the reactants needed to synthesize it. The reactants are: [S:1]1[C:5]([CH:6]=O)=[CH:4][CH:3]=[C:2]1[C:8]1[S:9][CH:10]=[CH:11][CH:12]=1.N1(C2C=C[C:21]([CH:22]=[O:23])=CC=2)C=CC=N1. (4) Given the product [Cl:29][C:26]1[CH:27]=[CH:28][C:23]([CH2:22][O:18][CH:16]2[CH2:15][N:14]([C:12]([N:8]3[CH2:9][CH2:10][CH2:11][N:5]([CH:1]4[CH2:4][CH2:3][CH2:2]4)[CH2:6][CH2:7]3)=[O:13])[CH2:17]2)=[CH:24][CH:25]=1, predict the reactants needed to synthesize it. The reactants are: [CH:1]1([N:5]2[CH2:11][CH2:10][CH2:9][N:8]([C:12]([N:14]3[CH2:17][CH:16]([OH:18])[CH2:15]3)=[O:13])[CH2:7][CH2:6]2)[CH2:4][CH2:3][CH2:2]1.[H-].[Na+].Br[CH2:22][C:23]1[CH:28]=[CH:27][C:26]([Cl:29])=[CH:25][CH:24]=1. (5) Given the product [CH3:14][C:15]1[CH:21]=[CH:20][C:18]([NH:19][C:4]([C:3]2[CH:7]=[C:8]([N+:11]([O-:13])=[O:12])[CH:9]=[CH:10][C:2]=2[Cl:1])=[O:5])=[CH:17][CH:16]=1, predict the reactants needed to synthesize it. The reactants are: [Cl:1][C:2]1[CH:10]=[CH:9][C:8]([N+:11]([O-:13])=[O:12])=[CH:7][C:3]=1[C:4](Cl)=[O:5].[CH3:14][C:15]1[CH:21]=[CH:20][C:18]([NH2:19])=[CH:17][CH:16]=1.C(OCC)(=O)C.C(=O)(O)[O-].[Na+].